From a dataset of Full USPTO retrosynthesis dataset with 1.9M reactions from patents (1976-2016). Predict the reactants needed to synthesize the given product. Given the product [N:14]1[CH:19]=[CH:18][CH:17]=[C:16]([O:20][C:4]2[CH:5]=[C:6]([C:12]#[N:13])[C:7](=[CH:10][CH:11]=2)[C:8]#[N:9])[CH:15]=1, predict the reactants needed to synthesize it. The reactants are: [N+]([C:4]1[CH:5]=[C:6]([C:12]#[N:13])[C:7](=[CH:10][CH:11]=1)[C:8]#[N:9])([O-])=O.[N:14]1[CH:19]=[CH:18][CH:17]=[C:16]([OH:20])[CH:15]=1.C([O-])([O-])=O.[K+].[K+].